From a dataset of Full USPTO retrosynthesis dataset with 1.9M reactions from patents (1976-2016). Predict the reactants needed to synthesize the given product. (1) The reactants are: [NH2:1][C:2]1[CH:3]=[C:4]([C:8]2[C:16]3[O:15][C:14]([C:17]([NH:19][C@@H:20]4[CH:25]5[CH2:26][CH2:27][N:22]([CH2:23][CH2:24]5)[CH2:21]4)=[O:18])=[CH:13][C:12]=3[CH:11]=[CH:10][CH:9]=2)[CH:5]=[CH:6][CH:7]=1.[CH:28]1([C:31]([Cl:33])=[O:32])[CH2:30][CH2:29]1.C(N(CC)CC)C.O. Given the product [ClH:33].[N:22]12[CH2:23][CH2:24][CH:25]([CH2:26][CH2:27]1)[C@@H:20]([NH:19][C:17]([C:14]1[O:15][C:16]3[C:8]([C:4]4[CH:5]=[CH:6][CH:7]=[C:2]([NH:1][C:31]([CH:28]5[CH2:30][CH2:29]5)=[O:32])[CH:3]=4)=[CH:9][CH:10]=[CH:11][C:12]=3[CH:13]=1)=[O:18])[CH2:21]2, predict the reactants needed to synthesize it. (2) Given the product [N:14]1[O:13][CH:12]=[C:11]2[CH:10]=[CH:9][CH:8]=[C:7]([OH:6])[C:15]=12, predict the reactants needed to synthesize it. The reactants are: B(Br)(Br)Br.C[O:6][C:7]1[C:15]2[C:11](=[CH:12][O:13][N:14]=2)[CH:10]=[CH:9][CH:8]=1.O.C(=O)([O-])[O-].[Na+].[Na+]. (3) Given the product [Cl:1][C:2]1[CH:7]=[CH:6][C:5]([C:8]2[CH:13]=[CH:12][C:11]([C:14](=[N:22][OH:23])[CH2:15][CH2:16][C:17]([OH:19])=[O:18])=[CH:10][CH:9]=2)=[CH:4][CH:3]=1, predict the reactants needed to synthesize it. The reactants are: [Cl:1][C:2]1[CH:7]=[CH:6][C:5]([C:8]2[CH:13]=[CH:12][C:11]([C:14](=O)[CH2:15][CH2:16][C:17]([OH:19])=[O:18])=[CH:10][CH:9]=2)=[CH:4][CH:3]=1.Cl.[NH2:22][OH:23].C(=O)([O-])[O-].[Na+].[Na+].Cl. (4) Given the product [C:6]([N:8]1[CH2:13][CH2:12][CH2:11][C@@H:10]([N:14]2[C:18]3=[N:19][CH:20]=[N:21][C:22]([NH2:23])=[C:17]3[C:16]([C:24]([NH:25][C:26]3[O:27][C:28]4[CH:34]=[CH:33][CH:32]=[CH:31][C:29]=4[N:30]=3)=[O:35])=[N:15]2)[CH2:9]1)(=[O:7])[CH:45]=[CH2:46], predict the reactants needed to synthesize it. The reactants are: C(O[C:6]([N:8]1[CH2:13][CH2:12][CH2:11][C@@H:10]([N:14]2[C:18]3=[N:19][CH:20]=[N:21][C:22]([NH2:23])=[C:17]3[C:16]([C:24](=[O:35])[NH:25][C:26]3[O:27][C:28]4[CH:34]=[CH:33][CH:32]=[CH:31][C:29]=4[N:30]=3)=[N:15]2)[CH2:9]1)=[O:7])(C)(C)C.[I-].[Na+].C[Si](Cl)(C)C.[OH-].[Na+].[C:45](Cl)(=O)[CH:46]=C. (5) Given the product [CH3:1][N:2]([CH2:4][CH:5]([C:14]1([OH:20])[CH2:19][CH2:18][CH2:17][CH2:16][CH2:15]1)[C:6]1[CH:7]=[CH:8][C:9]([OH:12])=[CH:10][CH:11]=1)[CH3:3], predict the reactants needed to synthesize it. The reactants are: [CH3:1][N:2]([CH2:4][CH:5]([C:14]1([OH:20])[CH2:19][CH2:18][CH2:17][CH2:16][CH2:15]1)[C:6]1[CH:7]=[CH:8][C:9]([O:12]C)=[CH:10][CH:11]=1)[CH3:3].Cl.[OH-].[Na+].C(O)(=O)CS.C. (6) Given the product [C:1]1([S:7]([N:10]2[C:14]3[CH:15]=[N:16][C:17]([C:26]#[N:27])=[C:18]([O:19][CH:20]4[CH2:25][CH2:24][N:23]([CH2:33][CH3:34])[CH2:22][CH2:21]4)[C:13]=3[C:12]3[CH:28]=[C:29]([Br:32])[CH:30]=[N:31][C:11]2=3)(=[O:8])=[O:9])[CH:2]=[CH:3][CH:4]=[CH:5][CH:6]=1, predict the reactants needed to synthesize it. The reactants are: [C:1]1([S:7]([N:10]2[C:14]3[CH:15]=[N:16][C:17]([C:26]#[N:27])=[C:18]([O:19][CH:20]4[CH2:25][CH2:24][NH:23][CH2:22][CH2:21]4)[C:13]=3[C:12]3[CH:28]=[C:29]([Br:32])[CH:30]=[N:31][C:11]2=3)(=[O:9])=[O:8])[CH:6]=[CH:5][CH:4]=[CH:3][CH:2]=1.[CH2:33](I)[CH3:34]. (7) Given the product [F:42][C:24]1[C:25]([NH:27][C:28]2[CH:29]=[C:30]([NH:34][C:35](=[O:41])[O:36][C:37]([CH3:39])([CH3:38])[CH3:40])[CH:31]=[CH:32][CH:33]=2)=[N:26][C:21]([NH:20][C:11]2[CH:12]=[CH:13][C:14]([O:15][CH2:16][CH2:17][O:18][CH3:19])=[C:9]([OH:8])[CH:10]=2)=[N:22][CH:23]=1, predict the reactants needed to synthesize it. The reactants are: C([O:8][C:9]1[CH:10]=[C:11]([NH:20][C:21]2[N:26]=[C:25]([NH:27][C:28]3[CH:29]=[C:30]([NH:34][C:35](=[O:41])[O:36][C:37]([CH3:40])([CH3:39])[CH3:38])[CH:31]=[CH:32][CH:33]=3)[C:24]([F:42])=[CH:23][N:22]=2)[CH:12]=[CH:13][C:14]=1[O:15][CH2:16][CH2:17][O:18][CH3:19])C1C=CC=CC=1. (8) The reactants are: [Br:1][C:2]1[CH:3]=[C:4]2[C:9](=[CH:10][CH:11]=1)[C:8](Cl)=[N:7][N:6]=[CH:5]2.[CH3:13][CH:14]1[NH:19][CH2:18][CH2:17][NH:16][C:15]1=[O:20].C([O-])([O-])=O.[K+].[K+]. Given the product [Br:1][C:2]1[CH:3]=[C:4]2[C:9](=[CH:10][CH:11]=1)[C:8]([N:19]1[CH2:18][CH2:17][NH:16][C:15](=[O:20])[CH:14]1[CH3:13])=[N:7][N:6]=[CH:5]2, predict the reactants needed to synthesize it.